From a dataset of Microsomal clearance measurements from AstraZeneca. Regression/Classification. Given a drug SMILES string, predict its absorption, distribution, metabolism, or excretion properties. Task type varies by dataset: regression for continuous measurements (e.g., permeability, clearance, half-life) or binary classification for categorical outcomes (e.g., BBB penetration, CYP inhibition). For this dataset (clearance_microsome_az), we predict log10(clearance) (log10 of the in vitro intrinsic clearance, CLint, in uL/min per mg of human liver microsomal protein, equivalently mL/min/g; values are censored to the assay range of 3 to 150, which is 0.477 to 2.18 on this log10 scale). (1) The drug is Cc1ccc(S(=O)(=O)Nc2c(C(=O)N[C@@H](C)C(C)(C)C)c(C(F)(F)F)nn2-c2ccccc2)cc1. The log10(clearance) is 2.08. (2) The compound is CC1(C)[C@H](NC(=O)/C(=N\OCc2cc(=O)c(O)cn2O)c2csc(N)n2)C(=O)N1OS(=O)(=O)O. The log10(clearance) is 0.900. (3) The compound is O=C(C1CCN(c2nnc(-n3cccc3)s2)CC1)N1CCN(Cc2ccc3c(c2)OCO3)CC1. The log10(clearance) is 2.18. (4) The compound is CC(C)c1ccc(NC(=O)Cn2cnc3c2c(=O)n(C)c(=O)n3C)cc1. The log10(clearance) is 1.26. (5) The molecule is C[C@@](C(=O)O[C@H]1C[N+]2(CCOCCc3ccccc3)CCC1CC2)(c1ccccc1)N1CCCCC1. The log10(clearance) is 2.01. (6) The drug is Cc1ccc(S(=O)(=O)NC(=O)N2CCC(N3CCC(Oc4ccc(Cl)cc4Cl)CC3)CC2)cc1. The log10(clearance) is 0.480. (7) The drug is CC(C)Nc1nc(NCc2ccccc2)c2sccc2n1. The log10(clearance) is 2.18. (8) The compound is COc1ccc(-c2ccnc(N)n2)cc1. The log10(clearance) is 1.61.